Dataset: Catalyst prediction with 721,799 reactions and 888 catalyst types from USPTO. Task: Predict which catalyst facilitates the given reaction. (1) Reactant: [NH2:1][C:2]1[S:6][C:5]([C:7]([O:9][CH2:10][CH3:11])=[O:8])=[CH:4][C:3]=1[O:12][CH3:13].[CH3:14][S:15](Cl)(=[O:17])=[O:16].C([O-])([O-])=O.[K+].[K+].Cl.Cl[CH2:27][CH2:28][N:29]1[CH2:34][CH2:33][O:32][CH2:31][CH2:30]1. Product: [CH3:13][O:12][C:3]1[CH:4]=[C:5]([C:7]([O:9][CH2:10][CH3:11])=[O:8])[S:6][C:2]=1[N:1]([CH2:27][CH2:28][N:29]1[CH2:34][CH2:33][O:32][CH2:31][CH2:30]1)[S:15]([CH3:14])(=[O:17])=[O:16]. The catalyst class is: 17. (2) Reactant: [CH2:1]([N:8]1[C:12]2([CH2:17][CH2:16][N:15]([C:18](=[O:29])[C:19]3[CH:24]=[CH:23][C:22]([O:25][CH3:26])=[CH:21][C:20]=3[O:27][CH3:28])[CH2:14][CH2:13]2)[NH:11][C@@H:10]([CH2:30][CH2:31][S:32][CH3:33])[C:9]1=[O:34])[C:2]1[CH:7]=[CH:6][CH:5]=[CH:4][CH:3]=1.O.C[Si]([Cl:40])(C)C. Product: [ClH:40].[CH2:1]([N:8]1[C:12]2([CH2:17][CH2:16][N:15]([C:18](=[O:29])[C:19]3[CH:24]=[CH:23][C:22]([O:25][CH3:26])=[CH:21][C:20]=3[O:27][CH3:28])[CH2:14][CH2:13]2)[NH:11][C@@H:10]([CH2:30][CH2:31][S:32][CH3:33])[C:9]1=[O:34])[C:2]1[CH:3]=[CH:4][CH:5]=[CH:6][CH:7]=1. The catalyst class is: 573.